Dataset: Catalyst prediction with 721,799 reactions and 888 catalyst types from USPTO. Task: Predict which catalyst facilitates the given reaction. Reactant: [OH:1][C:2]1[CH:15]=[CH:14][C:5]2[C:6]([CH2:9][C:10]([O:12][CH3:13])=[O:11])=[CH:7][O:8][C:4]=2[CH:3]=1. Product: [OH:1][C:2]1[CH:15]=[CH:14][C:5]2[CH:6]([CH2:9][C:10]([O:12][CH3:13])=[O:11])[CH2:7][O:8][C:4]=2[CH:3]=1. The catalyst class is: 129.